Dataset: Peptide-MHC class I binding affinity with 185,985 pairs from IEDB/IMGT. Task: Regression. Given a peptide amino acid sequence and an MHC pseudo amino acid sequence, predict their binding affinity value. This is MHC class I binding data. (1) The peptide sequence is QSYRQYRNY. The MHC is HLA-A68:01 with pseudo-sequence HLA-A68:01. The binding affinity (normalized) is 0.0992. (2) The peptide sequence is FPAEFRDGY. The MHC is Mamu-B17 with pseudo-sequence Mamu-B17. The binding affinity (normalized) is 0.410. (3) The peptide sequence is FHMDPSGTF. The MHC is HLA-A31:01 with pseudo-sequence HLA-A31:01. The binding affinity (normalized) is 0.0847. (4) The peptide sequence is LSTHAVRITWY. The MHC is Mamu-A02 with pseudo-sequence Mamu-A02. The binding affinity (normalized) is 0.870. (5) The peptide sequence is KVAELVHFL. The MHC is HLA-A02:02 with pseudo-sequence HLA-A02:02. The binding affinity (normalized) is 0.689. (6) The peptide sequence is HYLQGSNAP. The MHC is H-2-Kd with pseudo-sequence H-2-Kd. The binding affinity (normalized) is 0.308. (7) The peptide sequence is AARNIVRRA. The MHC is HLA-A02:02 with pseudo-sequence HLA-A02:02. The binding affinity (normalized) is 0.